From a dataset of Forward reaction prediction with 1.9M reactions from USPTO patents (1976-2016). Predict the product of the given reaction. (1) The product is: [Cl:25][C:2]1[C:7]([C:8]([O:10][CH2:11][CH3:12])=[O:9])=[CH:6][N:5]=[C:4]2[N:13]([C:17]3[CH:22]=[CH:21][CH:20]=[CH:19][N:18]=3)[N:14]=[C:15]([CH3:16])[C:3]=12. Given the reactants O[C:2]1[C:7]([C:8]([O:10][CH2:11][CH3:12])=[O:9])=[CH:6][N:5]=[C:4]2[N:13]([C:17]3[CH:22]=[CH:21][CH:20]=[CH:19][N:18]=3)[N:14]=[C:15]([CH3:16])[C:3]=12.P(Cl)(Cl)([Cl:25])=O, predict the reaction product. (2) Given the reactants [N:1]1[CH:6]=[CH:5][C:4]([CH2:7][CH2:8][NH+:9]([O-])[C:10](=[O:16])[O:11][C:12]([CH3:15])([CH3:14])[CH3:13])=[CH:3][CH:2]=1.C[Si]([C:22]#[N:23])(C)C.CN(C)C(Cl)=O, predict the reaction product. The product is: [C:22]([C:2]1[CH:3]=[C:4]([CH2:7][CH2:8][NH:9][C:10](=[O:16])[O:11][C:12]([CH3:15])([CH3:14])[CH3:13])[CH:5]=[CH:6][N:1]=1)#[N:23].